Dataset: Peptide-MHC class I binding affinity with 185,985 pairs from IEDB/IMGT. Task: Regression. Given a peptide amino acid sequence and an MHC pseudo amino acid sequence, predict their binding affinity value. This is MHC class I binding data. (1) The peptide sequence is ITLTAALLLL. The MHC is HLA-A01:01 with pseudo-sequence HLA-A01:01. The binding affinity (normalized) is 0.197. (2) The binding affinity (normalized) is 0.426. The MHC is HLA-A02:06 with pseudo-sequence HLA-A02:06. The peptide sequence is LIFILLTAV. (3) The peptide sequence is SLAAIANQA. The MHC is HLA-A02:03 with pseudo-sequence HLA-A02:03. The binding affinity (normalized) is 0.630. (4) The peptide sequence is RVMPVFAFK. The MHC is HLA-B08:01 with pseudo-sequence HLA-B08:01. The binding affinity (normalized) is 0.0847.